Dataset: NCI-60 drug combinations with 297,098 pairs across 59 cell lines. Task: Regression. Given two drug SMILES strings and cell line genomic features, predict the synergy score measuring deviation from expected non-interaction effect. (1) Drug 1: CC1=C(C(CCC1)(C)C)C=CC(=CC=CC(=CC(=O)O)C)C. Cell line: T-47D. Synergy scores: CSS=6.78, Synergy_ZIP=-1.85, Synergy_Bliss=-0.734, Synergy_Loewe=-5.70, Synergy_HSA=-2.16. Drug 2: CC(C)NC(=O)C1=CC=C(C=C1)CNNC.Cl. (2) Drug 1: CC1=C2C(C(=O)C3(C(CC4C(C3C(C(C2(C)C)(CC1OC(=O)C(C(C5=CC=CC=C5)NC(=O)OC(C)(C)C)O)O)OC(=O)C6=CC=CC=C6)(CO4)OC(=O)C)OC)C)OC. Drug 2: CC12CCC3C(C1CCC2=O)CC(=C)C4=CC(=O)C=CC34C. Cell line: NCI-H522. Synergy scores: CSS=66.5, Synergy_ZIP=11.1, Synergy_Bliss=10.5, Synergy_Loewe=7.10, Synergy_HSA=13.4. (3) Drug 1: CC1CCC2CC(C(=CC=CC=CC(CC(C(=O)C(C(C(=CC(C(=O)CC(OC(=O)C3CCCCN3C(=O)C(=O)C1(O2)O)C(C)CC4CCC(C(C4)OC)O)C)C)O)OC)C)C)C)OC. Drug 2: C1=NC(=NC(=O)N1C2C(C(C(O2)CO)O)O)N. Cell line: ACHN. Synergy scores: CSS=22.6, Synergy_ZIP=3.96, Synergy_Bliss=6.54, Synergy_Loewe=3.07, Synergy_HSA=5.08.